From a dataset of Reaction yield outcomes from USPTO patents with 853,638 reactions. Predict the reaction yield, written as a fraction of the theoretical maximum amount of product (1.0 means a 100% yield; for example, 0.34 means a 34% yield). The reactants are [F:1][C:2]1[CH:7]=[CH:6][C:5]([N:8]2[CH:12]=[C:11]([NH:13][CH:14]=O)[CH:10]=[N:9]2)=[CH:4][CH:3]=1.[H-].[H-].[H-].[H-].[Li+].[Al+3]. The catalyst is C1COCC1.[OH-].[NH4+].CO.C(Cl)Cl. The product is [F:1][C:2]1[CH:3]=[CH:4][C:5]([N:8]2[CH:12]=[C:11]([NH:13][CH3:14])[CH:10]=[N:9]2)=[CH:6][CH:7]=1. The yield is 0.900.